Dataset: Reaction yield outcomes from USPTO patents with 853,638 reactions. Task: Predict the reaction yield, written as a fraction of the theoretical maximum amount of product (1.0 means a 100% yield; for example, 0.34 means a 34% yield). (1) The reactants are Br[CH2:2][C:3]1[CH:8]=[CH:7][C:6]([Cl:9])=[C:5]([O:10][CH3:11])[CH:4]=1.[C-:12]#[N:13].[Na+]. The catalyst is C(O)C. The product is [Cl:9][C:6]1[CH:7]=[CH:8][C:3]([CH2:2][C:12]#[N:13])=[CH:4][C:5]=1[O:10][CH3:11]. The yield is 0.480. (2) The reactants are [Cl:1][C:2]1[CH:7]=[CH:6][CH:5]=[CH:4][C:3]=1[C:8]1[N:9]([C:37]2[CH:42]=[CH:41][C:40]([Cl:43])=[CH:39][CH:38]=2)[C:10]2[C:15]([N:16]=1)=[C:14]([N:17]1[CH2:22][CH2:21][C:20]([NH:29]C(=O)OC(C)(C)C)([C:23]3[CH:28]=[CH:27][CH:26]=[CH:25][CH:24]=3)[CH2:19][CH2:18]1)[N:13]=[CH:12][N:11]=2.FC(F)(F)C(O)=O. The catalyst is ClCCl. The product is [Cl:1][C:2]1[CH:7]=[CH:6][CH:5]=[CH:4][C:3]=1[C:8]1[N:9]([C:37]2[CH:38]=[CH:39][C:40]([Cl:43])=[CH:41][CH:42]=2)[C:10]2[C:15]([N:16]=1)=[C:14]([N:17]1[CH2:22][CH2:21][C:20]([C:23]3[CH:28]=[CH:27][CH:26]=[CH:25][CH:24]=3)([NH2:29])[CH2:19][CH2:18]1)[N:13]=[CH:12][N:11]=2. The yield is 0.990. (3) The yield is 0.130. The product is [Cl:14][C:15]1[N:20]=[C:19]([NH:1][C:2]2[CH:3]=[CH:4][C:5]3[S:10][CH2:9][C:8](=[O:11])[N:7]([CH3:12])[C:6]=3[CH:13]=2)[C:18]([CH3:22])=[CH:17][N:16]=1. The reactants are [NH2:1][C:2]1[CH:3]=[CH:4][C:5]2[S:10][CH2:9][C:8](=[O:11])[N:7]([CH3:12])[C:6]=2[CH:13]=1.[Cl:14][C:15]1[N:20]=[C:19](Cl)[C:18]([CH3:22])=[CH:17][N:16]=1. The catalyst is CO. (4) The reactants are [F:1][C:2]1[CH:15]=[CH:14][C:5]([O:6][C:7]2[CH:13]=[CH:12][C:10]([NH2:11])=[CH:9][CH:8]=2)=[CH:4][CH:3]=1.C(OC([NH:23][C@@H:24]([CH2:28][CH2:29][CH2:30][C:31]1[CH:36]=[CH:35][CH:34]=[CH:33][CH:32]=1)[C:25](O)=[O:26])=O)(C)(C)C. No catalyst specified. The product is [NH2:23][C@@H:24]([CH2:28][CH2:29][CH2:30][C:31]1[CH:32]=[CH:33][CH:34]=[CH:35][CH:36]=1)[C:25]([NH:11][C:10]1[CH:12]=[CH:13][C:7]([O:6][C:5]2[CH:14]=[CH:15][C:2]([F:1])=[CH:3][CH:4]=2)=[CH:8][CH:9]=1)=[O:26]. The yield is 0.210. (5) The reactants are [NH:1]1[CH2:6][CH2:5][CH:4]([CH2:7][N:8]2[CH2:13][CH2:12][CH:11]([CH2:14][NH:15][C:16]([C:18]3[C:26]4[N:25]=[C:24]([CH:27]([CH3:29])[CH3:28])[NH:23][C:22]=4[CH:21]=[CH:20][CH:19]=3)=[O:17])[CH2:10][CH2:9]2)[CH2:3][CH2:2]1.C(N(CC)C(C)C)(C)C.[F:39][C:40]1[CH:45]=[CH:44][CH:43]=[CH:42][C:41]=1[N:46]=[C:47]=[O:48]. The catalyst is CN(C)C=O. The product is [F:39][C:40]1[CH:45]=[CH:44][CH:43]=[CH:42][C:41]=1[NH:46][C:47]([N:1]1[CH2:2][CH2:3][CH:4]([CH2:7][N:8]2[CH2:9][CH2:10][CH:11]([CH2:14][NH:15][C:16]([C:18]3[C:26]4[N:25]=[C:24]([CH:27]([CH3:29])[CH3:28])[NH:23][C:22]=4[CH:21]=[CH:20][CH:19]=3)=[O:17])[CH2:12][CH2:13]2)[CH2:5][CH2:6]1)=[O:48]. The yield is 0.220.